From a dataset of Full USPTO retrosynthesis dataset with 1.9M reactions from patents (1976-2016). Predict the reactants needed to synthesize the given product. (1) Given the product [CH3:14][C:12]1[CH:13]=[C:5]([CH2:4][CH:3]=[O:2])[CH:6]=[C:7]2[C:11]=1[NH:10][N:9]=[CH:8]2, predict the reactants needed to synthesize it. The reactants are: C[O:2][CH:3]=[CH:4][C:5]1[CH:6]=[C:7]2[C:11](=[C:12]([CH3:14])[CH:13]=1)[NH:10][N:9]=[CH:8]2.Cl(O)(=O)(=O)=O. (2) Given the product [F:12][C:13]1[CH:20]=[C:19]([F:21])[CH:18]=[CH:17][C:14]=1[CH:15]([N:6]1[C@H:5]([CH2:7][CH:8]([CH3:9])[CH3:10])[C:4](=[O:11])[NH:32][C@H:33]([CH:37]2[CH2:38][C:39]3[C:44](=[CH:43][CH:42]=[CH:41][CH:40]=3)[CH2:45]2)[C:34]1=[O:36])[C:61]([NH:60][C:55]1[CH:56]=[CH:57][CH:58]=[CH:59][C:54]=1[OH:53])=[O:63], predict the reactants needed to synthesize it. The reactants are: Cl.CO[C:4](=[O:11])[C@@H:5]([CH2:7][CH:8]([CH3:10])[CH3:9])[NH2:6].[F:12][C:13]1[CH:20]=[C:19]([F:21])[CH:18]=[CH:17][C:14]=1[CH:15]=O.C(OC([NH:32][C@H:33]([CH:37]1[CH2:45][C:44]2[C:39](=[CH:40][CH:41]=[CH:42][CH:43]=2)[CH2:38]1)[C:34]([OH:36])=O)=O)C1C=CC=CC=1.C([O:53][C:54]1[CH:59]=[CH:58][CH:57]=[CH:56][C:55]=1[N+:60]#[C-:61])C1C=CC=CC=1.C[OH:63].